From a dataset of Forward reaction prediction with 1.9M reactions from USPTO patents (1976-2016). Predict the product of the given reaction. (1) Given the reactants [Cl:1][C:2]1[CH:3]=[C:4]([CH2:9][C:10]([OH:12])=O)[CH:5]=[CH:6][C:7]=1[Cl:8].C1N=CN(C(N2C=NC=C2)=O)C=1.Cl.[NH2:26][CH2:27][C:28]1[CH:29]=[C:30]2[C:34](=[CH:35][CH:36]=1)[C:33](=[O:37])[N:32]([CH:38]1[CH2:43][CH2:42][C:41](=[O:44])[NH:40][C:39]1=[O:45])[CH2:31]2.O, predict the reaction product. The product is: [Cl:1][C:2]1[CH:3]=[C:4]([CH2:9][C:10]([NH:26][CH2:27][C:28]2[CH:29]=[C:30]3[C:34](=[CH:35][CH:36]=2)[C:33](=[O:37])[N:32]([CH:38]2[CH2:43][CH2:42][C:41](=[O:44])[NH:40][C:39]2=[O:45])[CH2:31]3)=[O:12])[CH:5]=[CH:6][C:7]=1[Cl:8]. (2) Given the reactants [Cl:1][C:2]1[CH:15]=[C:14]([Cl:16])[CH:13]=[CH:12][C:3]=1[O:4][C:5]1[CH:11]=[CH:10][CH:9]=[CH:8][C:6]=1[NH2:7].Cl[S:18]([C:21]1[CH:22]=[C:23]([CH:27]=[CH:28][CH:29]=1)[C:24]([OH:26])=[O:25])(=[O:20])=[O:19], predict the reaction product. The product is: [Cl:1][C:2]1[CH:15]=[C:14]([Cl:16])[CH:13]=[CH:12][C:3]=1[O:4][C:5]1[CH:11]=[CH:10][CH:9]=[CH:8][C:6]=1[NH:7][S:18]([C:21]1[CH:22]=[C:23]([CH:27]=[CH:28][CH:29]=1)[C:24]([OH:26])=[O:25])(=[O:20])=[O:19]. (3) Given the reactants [I:1][C:2]1[CH:7]=[CH:6][C:5]([OH:8])=[CH:4][CH:3]=1.F[C:10]1[CH:23]=[CH:22][C:13]([C:14]([C:16]2[CH:21]=[CH:20][CH:19]=[CH:18][CH:17]=2)=[O:15])=[CH:12][CH:11]=1.C(=O)([O-])[O-].[K+].[K+].CN(C=O)C, predict the reaction product. The product is: [I:1][C:2]1[CH:7]=[CH:6][C:5]([O:8][C:22]2[CH:23]=[CH:10][CH:11]=[CH:12][C:13]=2[C:14]([C:16]2[CH:21]=[CH:20][CH:19]=[CH:18][CH:17]=2)=[O:15])=[CH:4][CH:3]=1. (4) Given the reactants [N+:1]([C:4]1[CH:8]=[CH:7][NH:6][N:5]=1)([O-:3])=[O:2].[H-].[Na+].[C:11]([O:15][C:16](=[O:19])[CH2:17]Br)([CH3:14])([CH3:13])[CH3:12], predict the reaction product. The product is: [C:11]([O:15][C:16](=[O:19])[CH2:17][N:6]1[CH:7]=[CH:8][C:4]([N+:1]([O-:3])=[O:2])=[N:5]1)([CH3:14])([CH3:13])[CH3:12]. (5) The product is: [N:1]1([S:7]([C:10]2[CH:11]=[CH:12][C:13]([CH2:16][NH:17][C:18]([N:31]3[CH2:30][C:38]4[CH:37]=[CH:36][N:35]=[CH:34][C:33]=4[CH2:32]3)=[O:29])=[CH:14][CH:15]=2)(=[O:8])=[O:9])[CH2:2][CH2:3][O:4][CH2:5][CH2:6]1. Given the reactants [N:1]1([S:7]([C:10]2[CH:15]=[CH:14][C:13]([CH2:16][NH:17][C:18](=[O:29])OC3C=CC([N+]([O-])=O)=CC=3)=[CH:12][CH:11]=2)(=[O:9])=[O:8])[CH2:6][CH2:5][O:4][CH2:3][CH2:2]1.[CH2:30]1[C:38]2[CH:37]=[CH:36][N:35]=[CH:34][C:33]=2[CH2:32][NH:31]1, predict the reaction product. (6) Given the reactants Br[C:2]1[N:3]=[C:4]2[C:9]([NH:10][C@H:11]3[C@@H:15]([CH2:16][F:17])[CH2:14][N:13]([C:18]([O:20]C(C)(C)C)=O)[CH2:12]3)=[C:8]([C:25](=[O:27])[NH2:26])[CH:7]=[N:6][N:5]2[CH:28]=1.[CH2:29]([N:31]1[CH:35]=[C:34](B2OC(C)(C)C(C)(C)O2)[CH:33]=[N:32]1)C.[C:45]([C:47]1(C(O)=O)[CH2:49][CH2:48]1)#[N:46], predict the reaction product. The product is: [C:45]([C:47]1([C:18]([N:13]2[CH2:14][C@H:15]([CH2:16][F:17])[C@H:11]([NH:10][C:9]3[C:4]4[N:5]([CH:28]=[C:2]([C:34]5[CH:33]=[N:32][N:31]([CH3:29])[CH:35]=5)[N:3]=4)[N:6]=[CH:7][C:8]=3[C:25]([NH2:26])=[O:27])[CH2:12]2)=[O:20])[CH2:49][CH2:48]1)#[N:46]. (7) Given the reactants [C:1](/[C:3](=[C:7](/[N:9]1[CH2:15][CH2:14][CH2:13][N:12]([C:16]2[CH:21]=[CH:20][N:19]=[CH:18][CH:17]=2)[CH2:11][CH2:10]1)\[CH3:8])/[C:4](=[S:6])[NH2:5])#[N:2].[CH3:22]OC(OC)N(C)C.[OH-].[Na+].Cl[CH2:33][C:34]([NH2:36])=[O:35], predict the reaction product. The product is: [NH2:2][C:1]1[C:3]2[C:4](=[N:5][CH:22]=[CH:8][C:7]=2[N:9]2[CH2:15][CH2:14][CH2:13][N:12]([C:16]3[CH:21]=[CH:20][N:19]=[CH:18][CH:17]=3)[CH2:11][CH2:10]2)[S:6][C:33]=1[C:34]([NH2:36])=[O:35].